This data is from Reaction yield outcomes from USPTO patents with 853,638 reactions. The task is: Predict the reaction yield, written as a fraction of the theoretical maximum amount of product (1.0 means a 100% yield; for example, 0.34 means a 34% yield). (1) The reactants are C([O:4][P:5]([C:11]1[CH:16]=[CH:15][C:14]([O:17][C:18]2[CH:23]=[C:22]([C:24](=[O:31])[NH:25][C:26]3[S:27][CH:28]=[CH:29][N:30]=3)[CH:21]=[C:20]([S:32][C:33]3[N:34]([CH3:38])[CH:35]=[CH:36][N:37]=3)[CH:19]=2)=[CH:13][CH:12]=1)(=[O:10])[O:6]C(C)C)(C)C.[Br:39][Si](C)(C)C. The catalyst is C(Cl)Cl. The product is [BrH:39].[CH3:38][N:34]1[CH:35]=[CH:36][N:37]=[C:33]1[S:32][C:20]1[CH:19]=[C:18]([CH:23]=[C:22]([C:24](=[O:31])[NH:25][C:26]2[S:27][CH:28]=[CH:29][N:30]=2)[CH:21]=1)[O:17][C:14]1[CH:15]=[CH:16][C:11]([P:5](=[O:4])([OH:6])[OH:10])=[CH:12][CH:13]=1. The yield is 0.610. (2) The reactants are [F:1][C:2]1[CH:7]=[CH:6][C:5]([S:8][CH2:9][CH2:10][CH2:11][C:12]([N:14]([CH2:16][C:17]2[CH:22]=[CH:21][CH:20]=[CH:19][C:18]=2[OH:23])[CH3:15])=[O:13])=[CH:4][CH:3]=1.[H-].[Na+].Cl.[CH3:27][N:28]([CH3:32])[CH2:29][CH2:30]Cl.O. The catalyst is CN(C=O)C. The product is [CH3:27][N:28]([CH3:32])[CH2:29][CH2:30][O:23][C:18]1[CH:19]=[CH:20][CH:21]=[CH:22][C:17]=1[CH2:16][N:14]([CH3:15])[C:12](=[O:13])[CH2:11][CH2:10][CH2:9][S:8][C:5]1[CH:4]=[CH:3][C:2]([F:1])=[CH:7][CH:6]=1. The yield is 0.470. (3) The reactants are [CH3:1][C:2]([CH3:31])([CH3:30])[CH2:3][C:4]([NH:6][C:7]1[C:8]([CH3:29])=[C:9](B(O)O)[C:10]2[O:14][CH2:13][CH:12]([C:15]3[CH:20]=[CH:19][C:18]([CH:21]([CH3:23])[CH3:22])=[CH:17][CH:16]=3)[C:11]=2[C:24]=1[CH3:25])=[O:5].Br[C:33]1[S:34][CH:35]=[C:36]([CH3:38])[N:37]=1. The product is [CH:21]([C:18]1[CH:19]=[CH:20][C:15]([CH:12]2[C:11]3[C:24]([CH3:25])=[C:7]([NH:6][C:4](=[O:5])[CH2:3][C:2]([CH3:31])([CH3:30])[CH3:1])[C:8]([CH3:29])=[C:9]([C:33]4[S:34][CH:35]=[C:36]([CH3:38])[N:37]=4)[C:10]=3[O:14][CH2:13]2)=[CH:16][CH:17]=1)([CH3:23])[CH3:22]. The yield is 0.620. The catalyst is CCCCCC.C(OCC)(=O)C. (4) The reactants are [N:1]12[CH2:8][CH2:7][CH:4]([CH2:5][CH2:6]1)[C@@H:3]([O:9][C:10](=[O:25])[C@@H:11]([C:19]1[CH:24]=[CH:23][CH:22]=[CH:21][CH:20]=1)[NH:12][C:13]1[CH:18]=[CH:17][CH:16]=[CH:15][CH:14]=1)[CH2:2]2.[Br:26][CH2:27][C:28]([C:30]1[N:31]=[C:32]([CH3:35])[S:33][CH:34]=1)=[O:29].CC(O)C. The catalyst is C(#N)C. The product is [Br-:26].[CH3:35][C:32]1[S:33][CH:34]=[C:30]([C:28](=[O:29])[CH2:27][N+:1]23[CH2:6][CH2:5][CH:4]([CH2:7][CH2:8]2)[C@@H:3]([O:9][C:10](=[O:25])[C@@H:11]([C:19]2[CH:24]=[CH:23][CH:22]=[CH:21][CH:20]=2)[NH:12][C:13]2[CH:18]=[CH:17][CH:16]=[CH:15][CH:14]=2)[CH2:2]3)[N:31]=1. The yield is 0.350. (5) The reactants are [F:1][C:2]1[CH:7]=[CH:6][C:5]([C:8]2[C:12]([C:13]3[CH:18]=[CH:17][N:16]=[C:15]([NH:19][CH2:20][C:21]([F:24])([F:23])[F:22])[CH:14]=3)=[CH:11][N:10]([C:25]3[CH:30]=[CH:29][C:28](=[O:31])[NH:27][N:26]=3)[N:9]=2)=[CH:4][CH:3]=1.NC1C=C(C2C(C3C=CC=CC=3)=NN(C3C=CC(=O)NN=3)C=2)C=CN=1. No catalyst specified. The product is [F:1][C:2]1[CH:3]=[CH:4][C:5]([C:8]2[C:12]([C:13]3[CH:18]=[CH:17][N:16]=[C:15]([NH:19][CH2:20][C:21]([F:23])([F:22])[F:24])[CH:14]=3)=[CH:11][N:10]([C:25]3[CH2:30][CH2:29][C:28](=[O:31])[NH:27][N:26]=3)[N:9]=2)=[CH:6][CH:7]=1. The yield is 0.650. (6) The reactants are [O-]CC.[Na+].[Br:5][C:6]1[CH:11]=[CH:10][C:9]([CH3:12])=[CH:8][C:7]=1[OH:13].Br[CH2:15][CH:16]([O:19][CH3:20])[O:17][CH3:18]. The catalyst is C(O)C. The product is [Br:5][C:6]1[CH:11]=[CH:10][C:9]([CH3:12])=[CH:8][C:7]=1[O:13][CH2:15][CH:16]([O:19][CH3:20])[O:17][CH3:18]. The yield is 0.360. (7) The reactants are [OH:1][C:2]1[CH:3]=[C:4]2[C:9](=[CH:10][CH:11]=1)[N:8]=[C:7]([C:12]1[CH:19]=[CH:18][C:15]([C:16]#[N:17])=[CH:14][CH:13]=1)[CH:6]=[CH:5]2.[NH2:20][OH:21].Cl. The catalyst is CCO. The product is [OH:21][NH:20][C:16](=[NH:17])[C:15]1[CH:14]=[CH:13][C:12]([C:7]2[CH:6]=[CH:5][C:4]3[C:9](=[CH:10][CH:11]=[C:2]([OH:1])[CH:3]=3)[N:8]=2)=[CH:19][CH:18]=1. The yield is 0.780. (8) The reactants are [C:1]1([C:8]2[CH:13]=[CH:12][C:11]([OH:14])=[CH:10][CH:9]=2)[CH:6]=[CH:5][C:4]([OH:7])=[CH:3][CH:2]=1.C(=O)([O-])[O-].[K+].[K+].Cl[CH:22]([CH3:26])[C:23](=[O:25])[CH3:24].[Cl-].[NH4+]. The catalyst is CC(C)=O. The product is [CH3:5][CH2:6][CH2:1][CH2:2][CH2:3][CH3:4].[OH:14][C:11]1[CH:12]=[CH:13][C:8]([C:1]2[CH:2]=[CH:3][C:4]([O:7][CH:22]([CH3:26])[C:23](=[O:25])[CH3:24])=[CH:5][CH:6]=2)=[CH:9][CH:10]=1.[CH3:3][C:4]([CH3:5])=[O:7]. The yield is 0.106.